Task: Predict the reaction yield, written as a fraction of the theoretical maximum amount of product (1.0 means a 100% yield; for example, 0.34 means a 34% yield).. Dataset: Reaction yield outcomes from USPTO patents with 853,638 reactions The reactants are CCN(C(C)C)C(C)C.[CH2:10]([O:17][N:18]1[C:24](=[O:25])[N:23]2[CH2:26][C@H:19]1[CH2:20][CH2:21][C@H:22]2[C:27]1[O:31][N:30]=[C:29]([CH:32]2[CH2:37][CH2:36][NH:35][CH2:34][CH2:33]2)[N:28]=1)[C:11]1[CH:16]=[CH:15][CH:14]=[CH:13][CH:12]=1.[C:38](ON1C(=O)CCC1=O)([O:40][CH2:41][CH:42]1[C:54]2[C:49](=[CH:50][CH:51]=[CH:52][CH:53]=2)[C:48]2[C:43]1=[CH:44][CH:45]=[CH:46][CH:47]=2)=[O:39]. The yield is 0.860. The product is [CH2:10]([O:17][N:18]1[C:24](=[O:25])[N:23]2[CH2:26][C@H:19]1[CH2:20][CH2:21][C@H:22]2[C:27]1[O:31][N:30]=[C:29]([CH:32]2[CH2:37][CH2:36][N:35]([C:38]([O:40][CH2:41][CH:42]3[C:43]4[CH:44]=[CH:45][CH:46]=[CH:47][C:48]=4[C:49]4[C:54]3=[CH:53][CH:52]=[CH:51][CH:50]=4)=[O:39])[CH2:34][CH2:33]2)[N:28]=1)[C:11]1[CH:12]=[CH:13][CH:14]=[CH:15][CH:16]=1. The catalyst is C1COCC1.